Dataset: Reaction yield outcomes from USPTO patents with 853,638 reactions. Task: Predict the reaction yield, written as a fraction of the theoretical maximum amount of product (1.0 means a 100% yield; for example, 0.34 means a 34% yield). (1) The reactants are [CH:1]1([N:4]2[CH2:9][C:8]3([CH2:14][CH2:13][N:12]([S:15]([C:18]4[CH:23]=[CH:22][C:21](B5OC(C)(C)C(C)(C)O5)=[CH:20][CH:19]=4)(=[O:17])=[O:16])[CH2:11][CH2:10]3)[O:7][CH2:6][C:5]2=[O:33])[CH2:3][CH2:2]1.Br[C:35]1[CH:44]=[C:43]2[C:38]([CH:39]=[C:40]([O:45][CH3:46])[CH:41]=[N:42]2)=[CH:37][CH:36]=1.C(=O)([O-])[O-].[K+].[K+]. The catalyst is O1CCOCC1.O.C1C=CC([P]([Pd]([P](C2C=CC=CC=2)(C2C=CC=CC=2)C2C=CC=CC=2)([P](C2C=CC=CC=2)(C2C=CC=CC=2)C2C=CC=CC=2)[P](C2C=CC=CC=2)(C2C=CC=CC=2)C2C=CC=CC=2)(C2C=CC=CC=2)C2C=CC=CC=2)=CC=1. The product is [CH:1]1([N:4]2[CH2:9][C:8]3([CH2:14][CH2:13][N:12]([S:15]([C:18]4[CH:23]=[CH:22][C:21]([C:35]5[CH:44]=[C:43]6[C:38]([CH:39]=[C:40]([O:45][CH3:46])[CH:41]=[N:42]6)=[CH:37][CH:36]=5)=[CH:20][CH:19]=4)(=[O:16])=[O:17])[CH2:11][CH2:10]3)[O:7][CH2:6][C:5]2=[O:33])[CH2:3][CH2:2]1. The yield is 0.620. (2) The reactants are [CH:1]1([CH:7]([C:9]2[C:10]([C:24]([CH3:27])([CH3:26])[CH3:25])=[N:11][N:12]([C:14]3[CH:19]=[CH:18][C:17]([C:20]([F:23])([F:22])[F:21])=[CH:16][N:15]=3)[CH:13]=2)O)[CH2:6][CH2:5][CH2:4][CH2:3][CH2:2]1.[NH2:28][C:29]1[CH:34]=[CH:33][C:32]([C:35]([NH:37][CH2:38][CH2:39][C:40]([O:42]CC)=[O:41])=[O:36])=[CH:31][CH:30]=1. No catalyst specified. The product is [C:24]([C:10]1[C:9]([CH:7]([NH:28][C:29]2[CH:30]=[CH:31][C:32]([C:35]([NH:37][CH2:38][CH2:39][C:40]([OH:42])=[O:41])=[O:36])=[CH:33][CH:34]=2)[CH:1]2[CH2:6][CH2:5][CH2:4][CH2:3][CH2:2]2)=[CH:13][N:12]([C:14]2[CH:19]=[CH:18][C:17]([C:20]([F:23])([F:21])[F:22])=[CH:16][N:15]=2)[N:11]=1)([CH3:25])([CH3:26])[CH3:27]. The yield is 0.150. (3) The reactants are [CH2:1]([O:8][N:9]1[C:15](=[O:16])[N:14]2[CH2:17][C@H:10]1[CH2:11][CH2:12][C@H:13]2[C:18]([OH:20])=O)[C:2]1[CH:7]=[CH:6][CH:5]=[CH:4][CH:3]=1.[CH3:21][N:22]([C:24]([O:26][C:27]([CH3:30])([CH3:29])[CH3:28])=[O:25])[NH2:23].ON1C2C=CC=CC=2N=N1.Cl.C(N=C=NCCCN(C)C)C. The catalyst is C(Cl)Cl.CN(C)C1C=CN=CC=1. The product is [CH2:1]([O:8][N:9]1[C:15](=[O:16])[N:14]2[CH2:17][C@H:10]1[CH2:11][CH2:12][C@H:13]2[C:18]([NH:23][N:22]([CH3:21])[C:24]([O:26][C:27]([CH3:30])([CH3:29])[CH3:28])=[O:25])=[O:20])[C:2]1[CH:3]=[CH:4][CH:5]=[CH:6][CH:7]=1. The yield is 0.860. (4) The reactants are [F:1][C:2]([F:43])([F:42])[C:3]1[CH:4]=[C:5]([CH:39]=[CH:40][CH:41]=1)[CH2:6][NH:7][C:8](=[O:38])[C:9]1[CH:14]=[CH:13][N:12]=[C:11]([C:15]2[CH:20]=[C:19](N3CCCCC3)[CH:18]=[CH:17][C:16]=2[NH:27][C:28](=[O:37])[C:29]2[CH:34]=[CH:33][CH:32]=[C:31]([CH2:35]Br)[CH:30]=2)[CH:10]=1.[CH3:44][N:45]1[CH2:51][CH2:50][CH2:49][NH:48][CH2:47][CH2:46]1.C(=O)([O-])[O-].[K+].[K+]. The catalyst is CN(C)C=O.O. The product is [CH3:44][N:45]1[CH2:51][CH2:50][CH2:49][N:48]([CH2:35][C:31]2[CH:30]=[C:29]([CH:34]=[CH:33][CH:32]=2)[C:28]([NH:27][C:16]2[C:17]([N:12]3[CH2:13][CH2:14][CH2:9][CH2:10][CH2:11]3)=[CH:18][CH:19]=[CH:20][C:15]=2[C:11]2[CH:10]=[C:9]([CH:14]=[CH:13][N:12]=2)[C:8]([NH:7][CH2:6][C:5]2[CH:39]=[CH:40][CH:41]=[C:3]([C:2]([F:43])([F:42])[F:1])[CH:4]=2)=[O:38])=[O:37])[CH2:47][CH2:46]1. The yield is 0.230. (5) The reactants are [CH3:1][O:2][C:3]([CH:5]1[CH2:9][CH:8]([CH2:10][OH:11])[CH2:7][N:6]1[C:12]([O:14][C:15]([CH3:18])([CH3:17])[CH3:16])=[O:13])=[O:4].[F:19][C:20]([F:28])(S(F)(=O)=O)C(O)=O. The catalyst is CC#N.[Cu]I. The product is [CH3:1][O:2][C:3]([CH:5]1[CH2:9][CH:8]([CH2:10][O:11][CH:20]([F:28])[F:19])[CH2:7][N:6]1[C:12]([O:14][C:15]([CH3:18])([CH3:17])[CH3:16])=[O:13])=[O:4]. The yield is 0.570. (6) The reactants are [CH3:1][C:2]12[C:11]([CH3:13])([CH3:12])[CH:8]([CH2:9][CH2:10]1)[C:4]1([CH2:7][CH2:6][CH2:5]1)[CH:3]2[NH:14][CH:15]=O.[H-].[Al+3].[Li+].[H-].[H-].[H-]. The catalyst is C1COCC1. The product is [CH3:15][NH:14][C@@H:3]1[C:4]2([CH2:5][CH2:6][CH2:7]2)[C@@H:8]2[C:11]([CH3:13])([CH3:12])[C@@:2]1([CH3:1])[CH2:10][CH2:9]2. The yield is 0.350.